Dataset: Forward reaction prediction with 1.9M reactions from USPTO patents (1976-2016). Task: Predict the product of the given reaction. (1) Given the reactants O=[C:2]([CH3:9])[CH2:3][C:4]([O:6]CC)=O.Cl.[C:11](=[NH:14])([NH2:13])[CH3:12].C([O-])C.[Na+].O, predict the reaction product. The product is: [CH3:12][C:11]1[N:14]=[C:4]([OH:6])[CH:3]=[C:2]([CH3:9])[N:13]=1. (2) Given the reactants [F:1][C:2]1[CH:7]=[CH:6][C:5]([S:8]([NH:11][C:12]2[C:21]([C:22]([O:24]C)=[O:23])=[C:20]3[C:15]([C:16]4[CH:28]=[CH:27][O:26][C:17]=4[CH2:18][O:19]3)=[CH:14][CH:13]=2)(=[O:10])=[O:9])=[C:4](/[CH:29]=[CH:30]\[CH2:31][N:32]2[CH2:37][CH2:36][O:35][CH2:34][CH2:33]2)[CH:3]=1.O.[OH-].[Li+].C(O)=O, predict the reaction product. The product is: [F:1][C:2]1[CH:7]=[CH:6][C:5]([S:8]([NH:11][C:12]2[C:21]([C:22]([OH:24])=[O:23])=[C:20]3[C:15]([C:16]4[CH:28]=[CH:27][O:26][C:17]=4[CH2:18][O:19]3)=[CH:14][CH:13]=2)(=[O:9])=[O:10])=[C:4](/[CH:29]=[CH:30]\[CH2:31][N:32]2[CH2:33][CH2:34][O:35][CH2:36][CH2:37]2)[CH:3]=1. (3) Given the reactants FC(F)(F)C(O)=O.[CH2:8]([C:23]([CH2:49][O:50][CH2:51][CH2:52][O:53][CH2:54][CH2:55][O:56][CH2:57][CH2:58][O:59][CH2:60][CH2:61][O:62][CH3:63])([CH2:39][O:40][CH2:41][C:42]([O:44]C(C)(C)C)=[O:43])[CH2:24][O:25][CH2:26][CH2:27][O:28][CH2:29][CH2:30][O:31][CH2:32][CH2:33][O:34][CH2:35][CH2:36][O:37][CH3:38])[O:9][CH2:10][CH2:11][O:12][CH2:13][CH2:14][O:15][CH2:16][CH2:17][O:18][CH2:19][CH2:20][O:21][CH3:22], predict the reaction product. The product is: [CH2:24]([C:23]([CH2:49][O:50][CH2:51][CH2:52][O:53][CH2:54][CH2:55][O:56][CH2:57][CH2:58][O:59][CH2:60][CH2:61][O:62][CH3:63])([CH2:39][O:40][CH2:41][C:42]([OH:44])=[O:43])[CH2:8][O:9][CH2:10][CH2:11][O:12][CH2:13][CH2:14][O:15][CH2:16][CH2:17][O:18][CH2:19][CH2:20][O:21][CH3:22])[O:25][CH2:26][CH2:27][O:28][CH2:29][CH2:30][O:31][CH2:32][CH2:33][O:34][CH2:35][CH2:36][O:37][CH3:38]. (4) Given the reactants Cl.[C:2]([C:4]1[C:12](/[C:13](/[C:25]2[CH:30]=[CH:29][C:28](/[CH:31]=[CH:32]/[C:33]([O:35]CC)=[O:34])=[CH:27][CH:26]=2)=[C:14](\[CH:21]2[CH2:24][CH2:23][CH2:22]2)/[C:15]2[CH:20]=[CH:19][CH:18]=[CH:17][CH:16]=2)=[CH:11][CH:10]=[C:9]2[C:5]=1[CH:6]=[N:7][N:8]2C1CCCCO1)#[N:3].C1COCC1.[Li+].[OH-], predict the reaction product. The product is: [C:2]([C:4]1[C:12](/[C:13](/[C:25]2[CH:26]=[CH:27][C:28](/[CH:31]=[CH:32]/[C:33]([OH:35])=[O:34])=[CH:29][CH:30]=2)=[C:14](\[CH:21]2[CH2:24][CH2:23][CH2:22]2)/[C:15]2[CH:20]=[CH:19][CH:18]=[CH:17][CH:16]=2)=[CH:11][CH:10]=[C:9]2[C:5]=1[CH:6]=[N:7][NH:8]2)#[N:3]. (5) Given the reactants [C:1]([C:5]1[N:6]=[C:7]([N:16]2[CH2:20][CH2:19][C:18]([F:22])([F:21])[CH2:17]2)[C:8]2[C:9](=[N:11][N:12]([CH2:14][CH3:15])[N:13]=2)[N:10]=1)([CH3:4])([CH3:3])[CH3:2].C(C1N=C(N2CCC(F)(F)C2)C2N=NNC=2N=1)(C)(C)C.BrCC1[CH:50]=[C:49]([Cl:51])[CH:48]=[CH:47][C:46]=1[Cl:52], predict the reaction product. The product is: [C:1]([C:5]1[N:6]=[C:7]([N:16]2[CH2:20][CH2:19][C:18]([F:21])([F:22])[CH2:17]2)[C:8]2[C:9](=[N:11][N:12]([CH2:14][C:15]3[CH:50]=[C:49]([Cl:51])[CH:48]=[CH:47][C:46]=3[Cl:52])[N:13]=2)[N:10]=1)([CH3:2])([CH3:3])[CH3:4]. (6) Given the reactants [Br:1][C:2]1[CH:10]=[C:9]([Br:11])[CH:8]=[CH:7][C:3]=1[C:4]([OH:6])=O.[CH:12]1([C:15]2[CH:16]=[C:17]([CH3:27])[C:18]([N:21]3[CH2:26][CH2:25][NH:24][CH2:23][CH2:22]3)=[N:19][CH:20]=2)[CH2:14][CH2:13]1, predict the reaction product. The product is: [CH:12]1([C:15]2[CH:16]=[C:17]([CH3:27])[C:18]([N:21]3[CH2:22][CH2:23][N:24]([C:4]([C:3]4[CH:7]=[CH:8][C:9]([Br:11])=[CH:10][C:2]=4[Br:1])=[O:6])[CH2:25][CH2:26]3)=[N:19][CH:20]=2)[CH2:14][CH2:13]1. (7) Given the reactants FC(F)(F)C(O)=O.[Cl:8][C:9]1[CH:10]=[C:11]([C:19]2[O:23][N:22]=[C:21]([C:24]3[CH:32]=[C:31]4[C:27]([C:28]([CH2:34][CH2:35][C:36]([O:38]C(C)(C)C)=[O:37])=[CH:29][N:30]4[CH3:33])=[CH:26][CH:25]=3)[N:20]=2)[CH:12]=[CH:13][C:14]=1[O:15][CH:16]([CH3:18])[CH3:17], predict the reaction product. The product is: [Cl:8][C:9]1[CH:10]=[C:11]([C:19]2[O:23][N:22]=[C:21]([C:24]3[CH:32]=[C:31]4[C:27]([C:28]([CH2:34][CH2:35][C:36]([OH:38])=[O:37])=[CH:29][N:30]4[CH3:33])=[CH:26][CH:25]=3)[N:20]=2)[CH:12]=[CH:13][C:14]=1[O:15][CH:16]([CH3:18])[CH3:17]. (8) Given the reactants [OH:1][C:2]1[CH:7]=[C:6]([CH3:8])[CH:5]=[C:4]([OH:9])[C:3]=1[C:10](=[N:12][OH:13])[CH3:11].[C:14](OC(=O)C)(=[O:16])[CH3:15], predict the reaction product. The product is: [C:14]([O:13][N:12]=[C:10]([C:3]1[C:4]([OH:9])=[CH:5][C:6]([CH3:8])=[CH:7][C:2]=1[OH:1])[CH3:11])(=[O:16])[CH3:15]. (9) Given the reactants [Br:1]/[CH:2]=[C:3]1\[CH2:4][CH2:5][CH2:6][C@@:7]2([CH3:26])[C@H:11]\1[CH2:10][C:9](=O)/[C:8]/2=[CH:13]\N(CCC1C=CC=CC=1)C(=O)C.[BH4-].[Na+].S(=O)(=O)(O)[OH:30], predict the reaction product. The product is: [Br:1]/[CH:2]=[C:3]1/[C@H:11]2[C@:7]([CH3:26])([CH2:6][CH2:5][CH2:4]/1)[C:8]([CH:13]=[O:30])=[CH:9][CH2:10]2. (10) Given the reactants C(OC([NH:8][C@@H:9]1[CH2:14][C@H:13]([NH:15]C(OC(C)(C)C)=O)[CH2:12][N:11]([C:23]2[C:32]([N:33]3[CH2:38][C@@H:37]([NH:39]C(OC(C)(C)C)=O)[CH2:36][C@@H:35]([NH:47]C(OC(C)(C)C)=O)[CH2:34]3)=[N:31][C:30]3[C:25](=[CH:26][CH:27]=[C:28]([N+:55]([O-])=O)[CH:29]=3)[N:24]=2)[CH2:10]1)=O)(C)(C)C.Cl, predict the reaction product. The product is: [NH2:15][C@@H:13]1[CH2:14][C@H:9]([NH2:8])[CH2:10][N:11]([C:23]2[C:32]([N:33]3[CH2:34][C@@H:35]([NH2:47])[CH2:36][C@@H:37]([NH2:39])[CH2:38]3)=[N:31][C:30]3[C:25](=[CH:26][CH:27]=[C:28]([NH2:55])[CH:29]=3)[N:24]=2)[CH2:12]1.